Task: Predict which catalyst facilitates the given reaction.. Dataset: Catalyst prediction with 721,799 reactions and 888 catalyst types from USPTO Reactant: [Cl:1][C:2]1[CH:3]=[C:4]([S:8](Cl)(=[O:10])=[O:9])[CH:5]=[CH:6][CH:7]=1.[CH3:12][O:13][C:14](=[O:34])[C:15]1[CH:20]=[CH:19][C:18]([NH:21][C:22]([C:24]2[CH:32]=[C:31]3[C:27]([CH2:28][CH2:29][NH:30]3)=[CH:26][CH:25]=2)=[O:23])=[CH:17][C:16]=1[Cl:33].N1C=CC=CC=1. Product: [CH3:12][O:13][C:14](=[O:34])[C:15]1[CH:20]=[CH:19][C:18]([NH:21][C:22]([C:24]2[CH:32]=[C:31]3[C:27]([CH2:28][CH2:29][N:30]3[S:8]([C:4]3[CH:5]=[CH:6][CH:7]=[C:2]([Cl:1])[CH:3]=3)(=[O:10])=[O:9])=[CH:26][CH:25]=2)=[O:23])=[CH:17][C:16]=1[Cl:33]. The catalyst class is: 4.